This data is from Forward reaction prediction with 1.9M reactions from USPTO patents (1976-2016). The task is: Predict the product of the given reaction. Given the reactants [F:1][C:2]1[CH:10]=[C:9]2[C:5]([C:6]3[CH2:14][CH2:13][NH:12][C:11](=[O:15])[C:7]=3[NH:8]2)=[CH:4][C:3]=1[O:16][CH3:17].C([OH:20])C.[OH-].[K+], predict the reaction product. The product is: [NH2:12][CH2:13][CH2:14][C:6]1[C:5]2[C:9](=[CH:10][C:2]([F:1])=[C:3]([O:16][CH3:17])[CH:4]=2)[NH:8][C:7]=1[C:11]([OH:20])=[O:15].